Dataset: Forward reaction prediction with 1.9M reactions from USPTO patents (1976-2016). Task: Predict the product of the given reaction. The product is: [F:15][C:2]1[C:11]2[C:6](=[CH:7][CH:8]=[C:9]([F:12])[CH:10]=2)[C:5]([O:13][CH3:14])=[CH:4][N:3]=1. Given the reactants Cl[C:2]1[C:11]2[C:6](=[CH:7][CH:8]=[C:9]([F:12])[CH:10]=2)[C:5]([O:13][CH3:14])=[CH:4][N:3]=1.[F-:15].[Cs+], predict the reaction product.